This data is from Catalyst prediction with 721,799 reactions and 888 catalyst types from USPTO. The task is: Predict which catalyst facilitates the given reaction. Reactant: [NH:1]1[CH2:6][CH2:5][O:4][C:3]2[CH:7]=[CH:8][C:9]3[C:14]([C:2]1=2)=[CH:13][CH:12]=[CH:11][CH:10]=3.[Br:15][C:16]1[CH:17]=[C:18]([CH:22]=[C:23]([Br:26])[C:24]=1[OH:25])[C:19](Cl)=[O:20]. Product: [Br:15][C:16]1[CH:17]=[C:18]([C:19]([N:1]2[CH2:6][CH2:5][O:4][C:3]3[CH:7]=[CH:8][C:9]4[C:14]([C:2]2=3)=[CH:13][CH:12]=[CH:11][CH:10]=4)=[O:20])[CH:22]=[C:23]([Br:26])[C:24]=1[OH:25]. The catalyst class is: 13.